Dataset: Forward reaction prediction with 1.9M reactions from USPTO patents (1976-2016). Task: Predict the product of the given reaction. (1) Given the reactants [CH2:1]([N:3]1[C:9]2[N:10]=[CH:11][C:12]([CH2:14][CH2:15][O:16][C:17]3[CH:22]=[CH:21][C:20]([C:23]4[O:27][C:26]([CH3:28])=[C:25]([C:29]([O:31]CC)=[O:30])[CH:24]=4)=[CH:19][CH:18]=3)=[CH:13][C:8]=2[C:7](=[O:34])[N:6]([CH3:35])[C:5]2[CH:36]=[CH:37][CH:38]=[N:39][C:4]1=2)[CH3:2].[OH-].[Na+], predict the reaction product. The product is: [CH2:1]([N:3]1[C:9]2[N:10]=[CH:11][C:12]([CH2:14][CH2:15][O:16][C:17]3[CH:22]=[CH:21][C:20]([C:23]4[O:27][C:26]([CH3:28])=[C:25]([C:29]([OH:31])=[O:30])[CH:24]=4)=[CH:19][CH:18]=3)=[CH:13][C:8]=2[C:7](=[O:34])[N:6]([CH3:35])[C:5]2[CH:36]=[CH:37][CH:38]=[N:39][C:4]1=2)[CH3:2]. (2) Given the reactants [CH2:1]([O:4][C:5]1[CH:10]=[CH:9][C:8]([C:11]2[CH:15]=[C:14]([CH2:16][C:17]([O:19][CH3:20])=[O:18])[O:13][N:12]=2)=[C:7]([C:21]([F:24])([F:23])[F:22])[CH:6]=1)[CH2:2][CH3:3].C1C(=O)N([Br:32])C(=O)C1.CCCCCC.CCOC(C)=O, predict the reaction product. The product is: [Br:32][CH:16]([C:14]1[O:13][N:12]=[C:11]([C:8]2[CH:9]=[CH:10][C:5]([O:4][CH2:1][CH2:2][CH3:3])=[CH:6][C:7]=2[C:21]([F:23])([F:24])[F:22])[CH:15]=1)[C:17]([O:19][CH3:20])=[O:18].